Dataset: Full USPTO retrosynthesis dataset with 1.9M reactions from patents (1976-2016). Task: Predict the reactants needed to synthesize the given product. (1) Given the product [F:1][C:2]1[CH:3]=[C:4]([CH:11]=[C:12]([F:14])[CH:13]=1)[O:5][CH2:6][C:7]([CH3:10])([O:9][Si:22]([CH2:27][CH3:28])([CH2:25][CH3:26])[CH2:23][CH3:24])[CH3:8], predict the reactants needed to synthesize it. The reactants are: [F:1][C:2]1[CH:3]=[C:4]([CH:11]=[C:12]([F:14])[CH:13]=1)[O:5][CH2:6][C:7]([CH3:10])([OH:9])[CH3:8].C(N(CC)CC)C.[Si:22](OS(C(F)(F)F)(=O)=O)([CH2:27][CH3:28])([CH2:25][CH3:26])[CH2:23][CH3:24]. (2) Given the product [CH2:21]([C:28]1[CH:33]=[C:32]([Cl:34])[CH:31]=[CH:30][C:29]=1[O:35][CH2:36][CH2:37][CH2:38][NH:43][CH:11]([C:10]1[CH:1]=[CH:2][C:7]([O:52][CH3:49])=[CH:6][CH:5]=1)[C:12]1[CH:13]=[CH:14][C:15]([O:18][CH3:19])=[CH:16][CH:17]=1)[C:22]1[CH:27]=[CH:26][CH:25]=[CH:24][CH:23]=1, predict the reactants needed to synthesize it. The reactants are: [CH2:1]([CH:10](N)[CH2:11][C:12]1[CH:17]=[CH:16][C:15]([O:18][CH3:19])=[CH:14][CH:13]=1)[C:2]1[CH:7]=[CH:6][C:5](OC)=CC=1.[CH2:21]([C:28]1[CH:33]=[C:32]([Cl:34])[CH:31]=[CH:30][C:29]=1[O:35][CH2:36][CH2:37][CH2:38]Br)[C:22]1[CH:27]=[CH:26][CH:25]=[CH:24][CH:23]=1.C([N:43](C(C)C)CC)(C)C.[C:49]([O-:52])(O)=O.[Na+].